From a dataset of NCI-60 drug combinations with 297,098 pairs across 59 cell lines. Regression. Given two drug SMILES strings and cell line genomic features, predict the synergy score measuring deviation from expected non-interaction effect. Drug 1: CNC(=O)C1=NC=CC(=C1)OC2=CC=C(C=C2)NC(=O)NC3=CC(=C(C=C3)Cl)C(F)(F)F. Drug 2: CN1C2=C(C=C(C=C2)N(CCCl)CCCl)N=C1CCCC(=O)O.Cl. Cell line: 786-0. Synergy scores: CSS=-6.94, Synergy_ZIP=4.03, Synergy_Bliss=1.30, Synergy_Loewe=-6.65, Synergy_HSA=-6.16.